From a dataset of Forward reaction prediction with 1.9M reactions from USPTO patents (1976-2016). Predict the product of the given reaction. (1) Given the reactants [I:1][C:2]1[NH:6][C:5]([CH:7]([CH3:9])[CH3:8])=[N:4][C:3]=1[CH3:10].[O:11]1CCC(C=O)[CH2:12]1, predict the reaction product. The product is: [I:1][C:2]1[NH:6][C:5]([CH:7]2[CH2:9][CH2:12][O:11][CH2:8]2)=[N:4][C:3]=1[CH3:10]. (2) Given the reactants [NH2:1][C:2]1[CH:7]=[CH:6][C:5]([N:8]2[CH2:14][CH2:13][CH2:12][N:11](C(OC(C)(C)C)=O)[CH2:10][CH2:9]2)=[CH:4][C:3]=1[NH:22][S:23]([C:26]1[CH:31]=[CH:30][CH:29]=[CH:28][CH:27]=1)(=[O:25])=[O:24].[CH2:32]([S:34]([Cl:37])(=[O:36])=[O:35])[CH3:33], predict the reaction product. The product is: [ClH:37].[N:8]1([C:5]2[CH:6]=[CH:7][C:2]([NH:1][S:34]([CH2:32][CH3:33])(=[O:36])=[O:35])=[C:3]([NH:22][S:23]([C:26]3[CH:27]=[CH:28][CH:29]=[CH:30][CH:31]=3)(=[O:24])=[O:25])[CH:4]=2)[CH2:14][CH2:13][CH2:12][NH:11][CH2:10][CH2:9]1. (3) Given the reactants [C:1]([O:4][CH2:5][CH2:6][OH:7])(=O)[CH3:2].[H-].[Na+].[Br:10][C:11]1[CH:16]=[CH:15]C(F)=C[C:12]=1[C:18]([F:21])([F:20])[F:19], predict the reaction product. The product is: [Br:10][C:11]1[CH:16]=[CH:15][C:1]([O:4][CH2:5][CH2:6][OH:7])=[CH:2][C:12]=1[C:18]([F:21])([F:20])[F:19]. (4) Given the reactants [Cl-].[Na+].[O:3]=[CH:4][C@@H:5]([C@H:7]([C@@H:9]([C@@H:11]([CH2:13][OH:14])[OH:12])[OH:10])[OH:8])[OH:6].[OH:15][CH2:16][C:17]([C@H:19]([C@@H:21]([C@@H:23]([CH2:25][OH:26])[OH:24])[OH:22])[OH:20])=[O:18].Cl, predict the reaction product. The product is: [OH:3][CH2:4][C:5]([C@H:7]([C@@H:9]([C@@H:11]([CH2:13][OH:14])[OH:12])[OH:10])[OH:8])=[O:6].[O:15]=[CH:16][C@@H:17]([C@H:19]([C@@H:21]([C@@H:23]([CH2:25][OH:26])[OH:24])[OH:22])[OH:20])[OH:18]. (5) The product is: [CH2:1]([O:8][C:9]1[CH:14]=[CH:13][C:12]([C:15]2[C:16](=[O:17])[O:18][CH2:19][C:20]=2[C:21]2[CH:26]=[CH:25][N:24]=[CH:23][CH:22]=2)=[CH:11][CH:10]=1)[C:2]1[CH:7]=[CH:6][CH:5]=[CH:4][CH:3]=1. Given the reactants [CH2:1]([O:8][C:9]1[CH:14]=[CH:13][C:12]([CH2:15][C:16]([O:18][CH2:19][C:20](=O)[C:21]2[CH:26]=[CH:25][N:24]=[CH:23][CH:22]=2)=[O:17])=[CH:11][CH:10]=1)[C:2]1[CH:7]=[CH:6][CH:5]=[CH:4][CH:3]=1.C(N(CC)CC)C, predict the reaction product.